Task: Predict the reaction yield, written as a fraction of the theoretical maximum amount of product (1.0 means a 100% yield; for example, 0.34 means a 34% yield).. Dataset: Reaction yield outcomes from USPTO patents with 853,638 reactions (1) The reactants are [CH3:1][S:2]([C:5]1[CH:10]=[CH:9][C:8]([C:11]2[CH:16]=[CH:15][C:14]([NH2:17])=[CH:13][C:12]=2[C:18]([F:21])([F:20])[F:19])=[CH:7][CH:6]=1)(=[O:4])=[O:3].N1([C:27](N2C=CN=C2)=[S:28])C=CN=C1. The catalyst is C(Cl)Cl. The product is [N:17]([C:14]1[CH:15]=[CH:16][C:11]([C:8]2[CH:7]=[CH:6][C:5]([S:2]([CH3:1])(=[O:4])=[O:3])=[CH:10][CH:9]=2)=[C:12]([C:18]([F:19])([F:20])[F:21])[CH:13]=1)=[C:27]=[S:28]. The yield is 0.810. (2) The reactants are [CH3:1][N:2]([CH3:9])[CH:3]1[CH2:8][CH2:7][NH:6][CH2:5][CH2:4]1.[Br:10][C:11]1[N:12]=[N:13][C:14](Br)=[CH:15][CH:16]=1.C(N(CC)CC)C. The catalyst is C1COCC1. The product is [Br:10][C:11]1[N:12]=[N:13][C:14]([N:6]2[CH2:7][CH2:8][CH:3]([N:2]([CH3:9])[CH3:1])[CH2:4][CH2:5]2)=[CH:15][CH:16]=1. The yield is 0.898. (3) The reactants are Cl[C:2]1[C:7]([CH:8]=[O:9])=[C:6]([Cl:10])[N:5]=[C:4]([S:11][CH3:12])[N:3]=1.[F:13][C:14]1[CH:20]=[CH:19][CH:18]=[C:17]([F:21])[C:15]=1[NH2:16].CCN(CC)CC.O. The catalyst is C(Cl)(Cl)Cl. The product is [Cl:10][C:6]1[C:7]([CH:8]=[O:9])=[C:2]([NH:16][C:15]2[C:14]([F:13])=[CH:20][CH:19]=[CH:18][C:17]=2[F:21])[N:3]=[C:4]([S:11][CH3:12])[N:5]=1. The yield is 0.760. (4) The reactants are [NH2:1][C:2]1[CH:3]=[C:4]([N:25]([C:33]2[N:38]=[C:37]([C:39]([F:42])([F:41])[F:40])[CH:36]=[CH:35][N:34]=2)[C:26](=[O:32])[O:27][C:28]([CH3:31])([CH3:30])[CH3:29])[CH:5]=[C:6]([C:8]2[S:12][C:11]([C:13]3([O:17][Si:18]([C:21]([CH3:24])([CH3:23])[CH3:22])([CH3:20])[CH3:19])[CH2:16][CH2:15][CH2:14]3)=[N:10][CH:9]=2)[CH:7]=1.[N:43]([CH:46]1[CH2:50][CH2:49][CH2:48][CH2:47]1)=[C:44]=[O:45].NC(N)=O.[N-]=C=O. The catalyst is C1COCC1.C(OCC)(=O)C.CCN(CC)CC. The product is [Si:18]([O:17][C:13]1([C:11]2[S:12][C:8]([C:6]3[CH:5]=[C:4]([N:25]([C:33]4[N:38]=[C:37]([C:39]([F:40])([F:41])[F:42])[CH:36]=[CH:35][N:34]=4)[C:26](=[O:32])[O:27][C:28]([CH3:30])([CH3:31])[CH3:29])[CH:3]=[C:2]([NH:1][C:44](=[O:45])[NH:43][CH:46]4[CH2:50][CH2:49][CH2:48][CH2:47]4)[CH:7]=3)=[CH:9][N:10]=2)[CH2:14][CH2:15][CH2:16]1)([C:21]([CH3:24])([CH3:23])[CH3:22])([CH3:19])[CH3:20]. The yield is 0.860. (5) The reactants are [C:1]([O:5][C:6]([N:8]1[CH2:14][CH2:13][CH2:12][NH:11][CH2:10][CH2:9]1)=[O:7])([CH3:4])([CH3:3])[CH3:2].[C:15]1(=O)[CH2:18][CH2:17][CH2:16]1.C(O)(=O)C.C(O[BH-](OC(=O)C)OC(=O)C)(=O)C.[Na+].C([O-])(O)=O.[Na+]. The catalyst is ClCCCl. The product is [CH:15]1([N:11]2[CH2:12][CH2:13][CH2:14][N:8]([C:6]([O:5][C:1]([CH3:4])([CH3:2])[CH3:3])=[O:7])[CH2:9][CH2:10]2)[CH2:18][CH2:17][CH2:16]1. The yield is 0.960.